This data is from Full USPTO retrosynthesis dataset with 1.9M reactions from patents (1976-2016). The task is: Predict the reactants needed to synthesize the given product. The reactants are: [Cl:1][C:2]1[CH:10]=[C:9]2[C:5]([C:6]([C:11]([O:13]C)=[O:12])=[CH:7][NH:8]2)=[CH:4][C:3]=1[C:15]1[CH:20]=[CH:19][C:18]([O:21][CH2:22][CH2:23][CH2:24][OH:25])=[C:17]([F:26])[CH:16]=1.[OH-].[Na+].Cl. Given the product [Cl:1][C:2]1[CH:10]=[C:9]2[C:5]([C:6]([C:11]([OH:13])=[O:12])=[CH:7][NH:8]2)=[CH:4][C:3]=1[C:15]1[CH:20]=[CH:19][C:18]([O:21][CH2:22][CH2:23][CH2:24][OH:25])=[C:17]([F:26])[CH:16]=1, predict the reactants needed to synthesize it.